This data is from Reaction yield outcomes from USPTO patents with 853,638 reactions. The task is: Predict the reaction yield, written as a fraction of the theoretical maximum amount of product (1.0 means a 100% yield; for example, 0.34 means a 34% yield). (1) The reactants are Cl.[F:2][C:3]1[CH:8]=[C:7]([F:9])[CH:6]=[CH:5][C:4]=1[NH:10][NH2:11].C(=O)([O-])[O-].[Na+].[Na+]. The catalyst is C(OCC)(=O)C. The product is [F:2][C:3]1[CH:8]=[C:7]([F:9])[CH:6]=[CH:5][C:4]=1[NH:10][NH2:11]. The yield is 0.980. (2) The reactants are [F:1][C:2]1[CH:10]=[C:9]2[C:5]([C:6]([C:18]3[CH:19]=[CH:20][C:21]4[S:25](=[O:27])(=[O:26])[NH:24][C@H:23]([CH3:28])[C:22]=4[CH:29]=3)=[CH:7][N:8]2[C:11]([O:13][C:14]([CH3:17])([CH3:16])[CH3:15])=[O:12])=[CH:4][CH:3]=1.Cl.Cl[CH2:32][C:33]1[CH:38]=[CH:37][CH:36]=[CH:35][N:34]=1.CN(C=O)C.CC(C)([O-])C.[K+]. The catalyst is O1CCOCC1.C1COCC1. The product is [F:1][C:2]1[CH:10]=[C:9]2[C:5]([C:6]([C:18]3[CH:19]=[CH:20][C:21]4[S:25](=[O:26])(=[O:27])[N:24]([CH2:32][C:33]5[CH:38]=[CH:37][CH:36]=[CH:35][N:34]=5)[C@H:23]([CH3:28])[C:22]=4[CH:29]=3)=[CH:7][N:8]2[C:11]([O:13][C:14]([CH3:17])([CH3:16])[CH3:15])=[O:12])=[CH:4][CH:3]=1. The yield is 0.400. (3) The catalyst is C(#N)C. The product is [CH2:17]([N:1]([C@@H:2]1[CH2:7][CH2:6][C@H:5]([C:8]([O:10][CH2:8][C:5]2[CH:6]=[CH:7][CH:2]=[CH:3][CH:4]=2)=[O:9])[CH2:4][CH2:3]1)[CH2:17][C:18]1[CH:23]=[CH:22][CH:21]=[CH:20][CH:19]=1)[C:18]1[CH:23]=[CH:22][CH:21]=[CH:20][CH:19]=1. The reactants are [NH2:1][C@@H:2]1[CH2:7][CH2:6][C@H:5]([C:8]([OH:10])=[O:9])[CH2:4][CH2:3]1.C(=O)([O-])[O-].[K+].[K+].[CH2:17](Br)[C:18]1[CH:23]=[CH:22][CH:21]=[CH:20][CH:19]=1. The yield is 0.510. (4) The reactants are [Cl:1][C:2]1[CH:7]=[CH:6][C:5]([Cl:8])=[CH:4][C:3]=1[OH:9].[Cl:10][S:11](O)(=[O:13])=[O:12]. The catalyst is C(OCC)(=O)C. The product is [Cl:8][C:5]1[CH:4]=[C:3]([OH:9])[C:2]([Cl:1])=[CH:7][C:6]=1[S:11]([Cl:10])(=[O:13])=[O:12]. The yield is 0.810. (5) The reactants are [CH3:1][O:2][C:3]1[CH:8]=[CH:7][CH:6]=[CH:5][C:4]=1[C:9]1[C:17]2[C:12](=[N:13][CH:14]=[C:15]([C:18]3[CH:19]=[C:20]([CH:24]=[CH:25][CH:26]=3)[C:21](O)=[O:22])[N:16]=2)[NH:11][CH:10]=1.CCN=C=NCCCN(C)C.CN(C(ON1N=NC2C=CC=CC1=2)=[N+](C)C)C.F[P-](F)(F)(F)(F)F.C(N(C(C)C)CC)(C)C.[CH3:71][N:72]([CH3:81])[CH2:73][CH2:74][N:75]1[CH2:80][CH2:79][NH:78][CH2:77][CH2:76]1. The catalyst is CN(C=O)C. The product is [CH3:71][N:72]([CH3:81])[CH2:73][CH2:74][N:75]1[CH2:80][CH2:79][N:78]([C:21]([C:20]2[CH:24]=[CH:25][CH:26]=[C:18]([C:15]3[N:16]=[C:17]4[C:9]([C:4]5[CH:5]=[CH:6][CH:7]=[CH:8][C:3]=5[O:2][CH3:1])=[CH:10][NH:11][C:12]4=[N:13][CH:14]=3)[CH:19]=2)=[O:22])[CH2:77][CH2:76]1. The yield is 0.120. (6) The reactants are [C:1]([NH:9][NH2:10])(=O)[C:2]1[CH:7]=[CH:6][N:5]=[CH:4][CH:3]=1.[Cl:11][C:12]1[CH:13]=[C:14]([N:18]2[N:22]=[N:21][C:20]([CH:23]3[CH2:28][O:27][CH2:26][CH2:25][N:24]3[C:29](SC)=[N:30][CH3:31])=[N:19]2)[CH:15]=[CH:16][CH:17]=1. The catalyst is C(O)(C)C.ClCCl. The product is [Cl:11][C:12]1[CH:13]=[C:14]([N:18]2[N:22]=[N:21][C:20]([CH:23]3[CH2:28][O:27][CH2:26][CH2:25][N:24]3[C:29]3[N:30]([CH3:31])[C:1]([C:2]4[CH:7]=[CH:6][N:5]=[CH:4][CH:3]=4)=[N:9][N:10]=3)=[N:19]2)[CH:15]=[CH:16][CH:17]=1. The yield is 0.880. (7) The reactants are [C:1]([C:5]1[S:6][C:7]([C:10]([O:12]CC)=[O:11])=[CH:8][N:9]=1)([CH3:4])([CH3:3])[CH3:2].[OH-].[Li+]. The catalyst is C1COCC1.O. The product is [C:1]([C:5]1[S:6][C:7]([C:10]([OH:12])=[O:11])=[CH:8][N:9]=1)([CH3:4])([CH3:2])[CH3:3]. The yield is 0.550.